Predict the product of the given reaction. From a dataset of Forward reaction prediction with 1.9M reactions from USPTO patents (1976-2016). (1) Given the reactants [F:1][C:2]1[CH:28]=[CH:27][C:5]([CH2:6][N:7]2[C:15]3[C:10](=[N:11][CH:12]=[CH:13][CH:14]=3)[C:9]([C:16]([O:18]CC3C=CC(F)=CC=3)=[O:17])=[CH:8]2)=[CH:4][CH:3]=1.O.[OH-].[Li+], predict the reaction product. The product is: [F:1][C:2]1[CH:3]=[CH:4][C:5]([CH2:6][N:7]2[C:15]3[C:10](=[N:11][CH:12]=[CH:13][CH:14]=3)[C:9]([C:16]([OH:18])=[O:17])=[CH:8]2)=[CH:27][CH:28]=1. (2) Given the reactants C(N(CC)CC)C.[NH2:8][C:9]1[CH:10]=[N:11][C:12]2[C:17]([C:18]=1[NH:19][CH2:20][CH2:21][CH2:22][NH:23][C:24](=[O:30])[O:25][C:26]([CH3:29])([CH3:28])[CH3:27])=[CH:16][CH:15]=[C:14]([Br:31])[CH:13]=2.[Cl:32][CH2:33][C:34](Cl)=O, predict the reaction product. The product is: [Br:31][C:14]1[CH:15]=[CH:16][C:17]2[C:18]3[N:19]([CH2:20][CH2:21][CH2:22][NH:23][C:24](=[O:30])[O:25][C:26]([CH3:28])([CH3:27])[CH3:29])[C:34]([CH2:33][Cl:32])=[N:8][C:9]=3[CH:10]=[N:11][C:12]=2[CH:13]=1. (3) Given the reactants [C:1]([OH:10])(=[O:9])[C@@H:2]([C@H:4]([C:6]([OH:8])=[O:7])[OH:5])[OH:3].[Cl:11][C:12]1[C:13]([F:42])=[C:14]([CH:39]=[CH:40][CH:41]=1)[NH:15][C:16]1[C:25]2[C:20](=[CH:21][C:22]([O:37][CH3:38])=[C:23]([O:26][CH:27]3[CH2:32][CH2:31][N:30]([C:33](=[O:36])[CH2:34][OH:35])[CH2:29][CH2:28]3)[CH:24]=2)[N:19]=[CH:18][N:17]=1, predict the reaction product. The product is: [OH2:3].[OH2:26].[C:1]([OH:10])(=[O:9])[C@@H:2]([C@H:4]([C:6]([OH:8])=[O:7])[OH:5])[OH:3].[Cl:11][C:12]1[C:13]([F:42])=[C:14]([CH:39]=[CH:40][CH:41]=1)[NH:15][C:16]1[C:25]2[C:20](=[CH:21][C:22]([O:37][CH3:38])=[C:23]([O:26][CH:27]3[CH2:32][CH2:31][N:30]([C:33](=[O:36])[CH2:34][OH:35])[CH2:29][CH2:28]3)[CH:24]=2)[N:19]=[CH:18][N:17]=1. (4) Given the reactants [Cl:1][C:2]1[N:7]=[C:6]2[C:8]([CH3:28])=[C:9]([CH:11]([NH:18][C:19]3[CH:27]=[CH:26][C:22](C(O)=O)=[CH:21][CH:20]=3)[CH:12]3[CH2:17][CH2:16][CH2:15][CH2:14][CH2:13]3)[O:10][C:5]2=[CH:4][CH:3]=1.CNC[CH2:32][C:33]([O:35][CH2:36][CH3:37])=[O:34].O.ON1C2C=CC=CC=2N=N1.Cl.C(N=C=NCCCN(C)C)C.[Cl-].[NH4+].[CH3:63][N:64]([CH3:67])[CH:65]=[O:66], predict the reaction product. The product is: [Cl:1][C:2]1[N:7]=[C:6]2[C:8]([CH3:28])=[C:9]([CH:11]([NH:18][C:19]3[CH:27]=[CH:26][C:22]([C:65]([N:64]([CH3:67])[CH2:63][CH2:32][C:33]([O:35][CH2:36][CH3:37])=[O:34])=[O:66])=[CH:21][CH:20]=3)[CH:12]3[CH2:17][CH2:16][CH2:15][CH2:14][CH2:13]3)[O:10][C:5]2=[CH:4][CH:3]=1. (5) Given the reactants [F:1][C:2]1[CH:7]=[C:6]([F:8])[CH:5]=[CH:4][C:3]=1[C@:9]12[CH2:18][O:17][C@@H:16]([C:19]3[O:23][N:22]=[C:21]([CH3:24])[CH:20]=3)[CH2:15][C@H:14]1[CH2:13][S:12][C:11]([NH:25]C(=O)C1C=CC=CC=1)=[N:10]2.FC1C=C(F)C=CC=1[C@]12CO[C@@H](C3C=CN(C)N=3)C[C@H]1CSC(N)=N2, predict the reaction product. The product is: [F:1][C:2]1[CH:7]=[C:6]([F:8])[CH:5]=[CH:4][C:3]=1[C@:9]12[CH2:18][O:17][C@@H:16]([C:19]3[O:23][N:22]=[C:21]([CH3:24])[CH:20]=3)[CH2:15][C@H:14]1[CH2:13][S:12][C:11]([NH2:25])=[N:10]2.